Predict the product of the given reaction. From a dataset of Forward reaction prediction with 1.9M reactions from USPTO patents (1976-2016). (1) Given the reactants [CH:1]1([CH:7]([C:9]2[CH:10]=[N:11][C:12]([C:15]3[CH:20]=[CH:19][C:18]([C:21]([F:24])([F:23])[F:22])=[CH:17][CH:16]=3)=[N:13][CH:14]=2)[OH:8])[CH2:6][CH2:5][CH2:4][CH2:3][CH2:2]1.C(N(CC)CC)C, predict the reaction product. The product is: [CH:1]1([C:7]([C:9]2[CH:14]=[N:13][C:12]([C:15]3[CH:16]=[CH:17][C:18]([C:21]([F:24])([F:23])[F:22])=[CH:19][CH:20]=3)=[N:11][CH:10]=2)=[O:8])[CH2:2][CH2:3][CH2:4][CH2:5][CH2:6]1. (2) Given the reactants [N:1]([CH2:4][CH:5]1[CH2:10][CH2:9][CH2:8][CH2:7][CH2:6]1)=[C:2]=[O:3].C1(C)C=CC=CC=1.[N:18]1[C:23]2[CH2:24][NH:25][CH2:26][C:22]=2[C:21]([NH:27][C:28]2[CH:29]=[N:30][C:31]3[C:36]([CH:37]=2)=[CH:35][CH:34]=[CH:33][CH:32]=3)=[N:20][CH:19]=1.CN1CCCC1=O, predict the reaction product. The product is: [CH:5]1([CH2:4][NH:1][C:2]([N:25]2[CH2:26][C:22]3[C:21]([NH:27][C:28]4[CH:29]=[N:30][C:31]5[C:36]([CH:37]=4)=[CH:35][CH:34]=[CH:33][CH:32]=5)=[N:20][CH:19]=[N:18][C:23]=3[CH2:24]2)=[O:3])[CH2:10][CH2:9][CH2:8][CH2:7][CH2:6]1. (3) Given the reactants Cl[C:2]1[CH:7]=[CH:6][C:5]([N+:8]([O-:10])=[O:9])=[CH:4][CH:3]=1.[CH3:11][N:12]1[CH2:17][CH2:16][CH:15]([CH2:18][OH:19])[CH2:14][CH2:13]1.CS(C)=O.[H-].[Na+], predict the reaction product. The product is: [CH3:11][N:12]1[CH2:17][CH2:16][CH:15]([CH2:18][O:19][C:2]2[CH:7]=[CH:6][C:5]([N+:8]([O-:10])=[O:9])=[CH:4][CH:3]=2)[CH2:14][CH2:13]1. (4) The product is: [F:20][C:11]1[CH:12]=[C:13]([C:15]2[CH:16]=[N:17][NH:18][CH:19]=2)[CH:14]=[C:9]([OH:8])[C:10]=1[C:21]1[S:25][C:24]([N:26]2[CH2:27][C:28]3([CH2:34][CH2:33][N:32]([C:35]([O:37][C:38]([CH3:41])([CH3:40])[CH3:39])=[O:36])[CH2:31][CH2:30]3)[CH2:29]2)=[N:23][N:22]=1. Given the reactants C([O:8][C:9]1[CH:14]=[C:13]([C:15]2[CH:16]=[N:17][NH:18][CH:19]=2)[CH:12]=[C:11]([F:20])[C:10]=1[C:21]1[S:25][C:24]([N:26]2[CH2:29][C:28]3([CH2:34][CH2:33][N:32]([C:35]([O:37][C:38]([CH3:41])([CH3:40])[CH3:39])=[O:36])[CH2:31][CH2:30]3)[CH2:27]2)=[N:23][N:22]=1)C1C=CC=CC=1, predict the reaction product. (5) The product is: [C:3]1([C:1]#[C:2][C:26](=[O:27])[CH3:25])[CH:8]=[CH:7][CH:6]=[C:5]([C:9]#[C:10][C:16](=[O:18])[CH3:17])[CH:4]=1. Given the reactants [C:1]([C:3]1[CH:8]=[CH:7][CH:6]=[C:5]([C:9]#[CH:10])[CH:4]=1)#[CH:2].C([Li])CCC.[CH2:16]([O:18]C(=O)C)[CH3:17].[NH4+].[Cl-].C1C[O:27][CH2:26][CH2:25]1, predict the reaction product. (6) The product is: [F:19][CH:18]([F:20])[N:7]1[CH:11]=[C:10]([C:12]([O:14][CH2:15][CH3:16])=[O:13])[CH:9]=[N:8]1. Given the reactants C(=O)([O-])[O-].[K+].[K+].[NH:7]1[CH:11]=[C:10]([C:12]([O:14][CH2:15][CH3:16])=[O:13])[CH:9]=[N:8]1.Cl[CH:18]([F:20])[F:19].O, predict the reaction product.